This data is from NCI-60 drug combinations with 297,098 pairs across 59 cell lines. The task is: Regression. Given two drug SMILES strings and cell line genomic features, predict the synergy score measuring deviation from expected non-interaction effect. (1) Drug 1: C1C(C(OC1N2C=C(C(=O)NC2=O)F)CO)O. Drug 2: C1CN(P(=O)(OC1)NCCCl)CCCl. Cell line: UO-31. Synergy scores: CSS=28.4, Synergy_ZIP=-2.47, Synergy_Bliss=0.0703, Synergy_Loewe=-83.3, Synergy_HSA=0.0731. (2) Drug 1: C1=NC2=C(N1)C(=S)N=C(N2)N. Drug 2: CNC(=O)C1=NC=CC(=C1)OC2=CC=C(C=C2)NC(=O)NC3=CC(=C(C=C3)Cl)C(F)(F)F. Cell line: SF-268. Synergy scores: CSS=20.4, Synergy_ZIP=-0.352, Synergy_Bliss=2.18, Synergy_Loewe=2.12, Synergy_HSA=3.19. (3) Drug 1: C1CCN(CC1)CCOC2=CC=C(C=C2)C(=O)C3=C(SC4=C3C=CC(=C4)O)C5=CC=C(C=C5)O. Drug 2: CC12CCC3C(C1CCC2=O)CC(=C)C4=CC(=O)C=CC34C. Cell line: SF-268. Synergy scores: CSS=43.0, Synergy_ZIP=1.79, Synergy_Bliss=0.363, Synergy_Loewe=-0.481, Synergy_HSA=-1.18. (4) Drug 1: CS(=O)(=O)C1=CC(=C(C=C1)C(=O)NC2=CC(=C(C=C2)Cl)C3=CC=CC=N3)Cl. Cell line: MALME-3M. Drug 2: CNC(=O)C1=NC=CC(=C1)OC2=CC=C(C=C2)NC(=O)NC3=CC(=C(C=C3)Cl)C(F)(F)F. Synergy scores: CSS=26.7, Synergy_ZIP=-7.47, Synergy_Bliss=-1.55, Synergy_Loewe=-9.48, Synergy_HSA=-4.43. (5) Drug 1: C1=CC(=CC=C1CCCC(=O)O)N(CCCl)CCCl. Drug 2: CC1CCCC2(C(O2)CC(NC(=O)CC(C(C(=O)C(C1O)C)(C)C)O)C(=CC3=CSC(=N3)C)C)C. Cell line: LOX IMVI. Synergy scores: CSS=18.3, Synergy_ZIP=-9.91, Synergy_Bliss=0.951, Synergy_Loewe=1.75, Synergy_HSA=1.80. (6) Drug 2: CC1CCCC2(C(O2)CC(NC(=O)CC(C(C(=O)C(C1O)C)(C)C)O)C(=CC3=CSC(=N3)C)C)C. Cell line: NCIH23. Synergy scores: CSS=4.48, Synergy_ZIP=-1.23, Synergy_Bliss=-1.05, Synergy_Loewe=-2.94, Synergy_HSA=-2.52. Drug 1: CN1CCC(CC1)COC2=C(C=C3C(=C2)N=CN=C3NC4=C(C=C(C=C4)Br)F)OC.